Task: Predict the reaction yield, written as a fraction of the theoretical maximum amount of product (1.0 means a 100% yield; for example, 0.34 means a 34% yield).. Dataset: Reaction yield outcomes from USPTO patents with 853,638 reactions (1) The reactants are [NH:1]1[CH2:6][CH2:5][CH:4]([C:7]2[C:15]3[C:10](=[CH:11][CH:12]=[CH:13][CH:14]=3)[NH:9][CH:8]=2)[CH2:3][CH2:2]1.[CH3:16][O:17][C:18](=[O:28])[C:19]1[CH:24]=[CH:23][C:22]([Br:25])=[C:21]([CH2:26]Br)[CH:20]=1. The product is [CH3:16][O:17][C:18](=[O:28])[C:19]1[CH:24]=[CH:23][C:22]([Br:25])=[C:21]([CH2:26][N:1]2[CH2:6][CH2:5][CH:4]([C:7]3[C:15]4[C:10](=[CH:11][CH:12]=[CH:13][CH:14]=4)[NH:9][CH:8]=3)[CH2:3][CH2:2]2)[CH:20]=1. No catalyst specified. The yield is 0.460. (2) The catalyst is C(O)C.O1CCCC1. The reactants are [CH2:1]([N:5]([CH2:23][CH2:24][CH2:25][CH3:26])[C:6]1[CH:11]=[CH:10][C:9]([CH:12]=[CH:13][C:14]2[S:18][C:17]([CH:19]=O)=[CH:16][CH:15]=2)=[C:8]([O:21][CH3:22])[CH:7]=1)[CH2:2][CH2:3][CH3:4].[C:27]([C:29]1[C:30](=[C:45]([C:48]#[N:49])[C:46]#[N:47])[O:31][C:32]([C:39]2[CH:44]=[CH:43][CH:42]=[CH:41][CH:40]=2)([C:35]([F:38])([F:37])[F:36])[C:33]=1[CH3:34])#[N:28]. The product is [CH2:23]([N:5]([CH2:1][CH2:2][CH2:3][CH3:4])[C:6]1[CH:11]=[CH:10][C:9]([CH:12]=[CH:13][C:14]2[S:18][C:17]([CH:19]=[CH:34][C:33]3[C:32]([C:39]4[CH:44]=[CH:43][CH:42]=[CH:41][CH:40]=4)([C:35]([F:38])([F:36])[F:37])[O:31][C:30](=[C:45]([C:48]#[N:49])[C:46]#[N:47])[C:29]=3[C:27]#[N:28])=[CH:16][CH:15]=2)=[C:8]([O:21][CH3:22])[CH:7]=1)[CH2:24][CH2:25][CH3:26]. The yield is 0.929.